Dataset: Full USPTO retrosynthesis dataset with 1.9M reactions from patents (1976-2016). Task: Predict the reactants needed to synthesize the given product. Given the product [CH3:15][N:14]([CH3:16])[C:12]1[C:11]([F:17])=[CH:10][C:9]2[NH:18][C:19](=[O:42])[CH2:20][C:21]([C:22]3[CH:27]=[CH:26][CH:25]=[C:24]([C:28]4[O:32][N:31]=[C:30]([CH2:33][OH:34])[CH:29]=4)[CH:23]=3)=[N:7][C:8]=2[CH:13]=1, predict the reactants needed to synthesize it. The reactants are: C(OC(=O)[NH:7][C:8]1[CH:13]=[C:12]([N:14]([CH3:16])[CH3:15])[C:11]([F:17])=[CH:10][C:9]=1[NH:18][C:19](=[O:42])[CH2:20][C:21](=O)[C:22]1[CH:27]=[CH:26][CH:25]=[C:24]([C:28]2[O:32][N:31]=[C:30]([CH2:33][O:34]C3CCCCO3)[CH:29]=2)[CH:23]=1)(C)(C)C.C(O)(C(F)(F)F)=O.